Dataset: Catalyst prediction with 721,799 reactions and 888 catalyst types from USPTO. Task: Predict which catalyst facilitates the given reaction. (1) Reactant: [H-].[Na+].C(OP([CH2:11][C:12]([O:14][CH2:15][CH3:16])=[O:13])(OCC)=O)C.[CH:17]([C:19]1[CH:20]=[C:21]([CH:25]2[C:29]3[C:30]([CH3:44])=[C:31]([NH:36][C:37](=[O:43])[CH2:38][C:39]([CH3:42])([CH3:41])[CH3:40])[C:32]([CH3:35])=[C:33]([CH3:34])[C:28]=3[O:27][CH2:26]2)[CH:22]=[CH:23][CH:24]=1)=O.O. Product: [CH3:40][C:39]([CH3:42])([CH3:41])[CH2:38][C:37]([NH:36][C:31]1[C:32]([CH3:35])=[C:33]([CH3:34])[C:28]2[O:27][CH2:26][CH:25]([C:21]3[CH:20]=[C:19](/[CH:17]=[CH:11]/[C:12]([O:14][CH2:15][CH3:16])=[O:13])[CH:24]=[CH:23][CH:22]=3)[C:29]=2[C:30]=1[CH3:44])=[O:43]. The catalyst class is: 3. (2) Reactant: [OH:1][CH:2]([CH:9]1[CH2:14][CH:13]2[CH2:15][CH:10]1[CH:11]=[CH:12]2)[CH2:3][CH2:4][CH2:5][CH2:6][O:7][CH3:8].[C:16](OC(=O)C)(=[O:18])[CH3:17].O. Product: [C:16]([O:1][CH:2]([CH:9]1[CH2:14][CH:13]2[CH2:15][CH:10]1[CH:11]=[CH:12]2)[CH2:3][CH2:4][CH2:5][CH2:6][O:7][CH3:8])(=[O:18])[CH3:17]. The catalyst class is: 537. (3) Reactant: [C:1]([C:5]1[S:9][C:8]([C:10](O)=[O:11])=[C:7]([CH2:13][NH:14][CH2:15][C:16]2[CH:21]=[CH:20][C:19]([C:22]3[CH:27]=[C:26]([C:28]4[CH:29]=[N:30][N:31]([CH3:33])[CH:32]=4)[N:25]=[C:24]([O:34][CH3:35])[CH:23]=3)=[CH:18][C:17]=2[F:36])[CH:6]=1)([CH3:4])([CH3:3])[CH3:2].C1CN([P+](ON2N=NC3C=CC=CC2=3)(N2CCCC2)N2CCCC2)CC1.F[P-](F)(F)(F)(F)F.CCN(C(C)C)C(C)C. Product: [C:1]([C:5]1[S:9][C:8]2[C:10](=[O:11])[N:14]([CH2:15][C:16]3[CH:21]=[CH:20][C:19]([C:22]4[CH:27]=[C:26]([C:28]5[CH:29]=[N:30][N:31]([CH3:33])[CH:32]=5)[N:25]=[C:24]([O:34][CH3:35])[CH:23]=4)=[CH:18][C:17]=3[F:36])[CH2:13][C:7]=2[CH:6]=1)([CH3:2])([CH3:3])[CH3:4]. The catalyst class is: 3. (4) Reactant: [CH3:1][O:2][C:3]1[CH:8]=[CH:7][C:6]([C:9]2[C:14]([CH3:15])=[C:13]([C:16]([F:19])([F:18])[F:17])[N:12]3[N:20]=[CH:21][C:22]([C:23](O)=[O:24])=[C:11]3[N:10]=2)=[CH:5][CH:4]=1.CN(C(ON1N=NC2C=CC=NC1=2)=[N+](C)C)C.F[P-](F)(F)(F)(F)F.CCN(C(C)C)C(C)C.[CH3:59][C@@H:60]1[NH:65][CH2:64][CH2:63][N:62]([C@@H:66]([C:68]2[CH:73]=[CH:72][CH:71]=[CH:70][CH:69]=2)[CH3:67])[CH2:61]1. Product: [CH3:1][O:2][C:3]1[CH:8]=[CH:7][C:6]([C:9]2[C:14]([CH3:15])=[C:13]([C:16]([F:19])([F:17])[F:18])[N:12]3[N:20]=[CH:21][C:22]([C:23]([N:65]4[CH2:64][CH2:63][N:62]([C@H:66]([C:68]5[CH:73]=[CH:72][CH:71]=[CH:70][CH:69]=5)[CH3:67])[CH2:61][C@H:60]4[CH3:59])=[O:24])=[C:11]3[N:10]=2)=[CH:5][CH:4]=1. The catalyst class is: 25. (5) Reactant: [O:1]=[S:2]1(=[O:53])[CH2:7][CH2:6][N:5]([CH2:8][CH2:9][NH:10][C@:11]23[CH2:46][CH2:45][C@@H:44]([C:47]([OH:52])([CH3:51])[CH2:48][O:49][CH3:50])[C@@H:12]2[C@@H:13]2[C@@:26]([CH3:29])([CH2:27][CH2:28]3)[C@@:25]3([CH3:30])[C@@H:16]([C@:17]4([CH3:43])[C@@H:22]([CH2:23][CH2:24]3)[C:21]([CH3:32])([CH3:31])[C:20]([C:33]3[CH:42]=[CH:41][C:36]([C:37]([O:39]C)=[O:38])=[CH:35][CH:34]=3)=[CH:19][CH2:18]4)[CH2:15][CH2:14]2)[CH2:4][CH2:3]1.O.[OH-].[Li+].CO.C(O)(C(F)(F)F)=O. Product: [O:53]=[S:2]1(=[O:1])[CH2:7][CH2:6][N:5]([CH2:8][CH2:9][NH:10][C@:11]23[CH2:46][CH2:45][C@@H:44]([C:47]([OH:52])([CH3:51])[CH2:48][O:49][CH3:50])[C@@H:12]2[C@@H:13]2[C@@:26]([CH3:29])([CH2:27][CH2:28]3)[C@@:25]3([CH3:30])[C@@H:16]([C@:17]4([CH3:43])[C@@H:22]([CH2:23][CH2:24]3)[C:21]([CH3:31])([CH3:32])[C:20]([C:33]3[CH:34]=[CH:35][C:36]([C:37]([OH:39])=[O:38])=[CH:41][CH:42]=3)=[CH:19][CH2:18]4)[CH2:15][CH2:14]2)[CH2:4][CH2:3]1. The catalyst class is: 90.